The task is: Predict which catalyst facilitates the given reaction.. This data is from Catalyst prediction with 721,799 reactions and 888 catalyst types from USPTO. (1) Reactant: [C:1]([O:9][CH2:10][CH3:11])(=[O:8])[CH2:2][C:3]([O:5][CH2:6][CH3:7])=[O:4].[H-].[Na+].Cl[CH2:15][C:16]1[N:17]=[C:18]([C:21]2[CH:26]=[C:25]([F:27])[CH:24]=[C:23]([C:28]([F:31])([F:30])[F:29])[CH:22]=2)[O:19][CH:20]=1.[I-].[Na+]. Product: [F:27][C:25]1[CH:24]=[C:23]([C:28]([F:29])([F:30])[F:31])[CH:22]=[C:21]([C:18]2[O:19][CH:20]=[C:16]([CH2:15][CH:2]([C:3]([O:5][CH2:6][CH3:7])=[O:4])[C:1]([O:9][CH2:10][CH3:11])=[O:8])[N:17]=2)[CH:26]=1. The catalyst class is: 35. (2) Reactant: [Na].C([O:4][C:5](=[O:8])[CH2:6][SH:7])C.Cl/[C:10](=[C:12]1\[C@H:13]2[C@@H:15]([CH2:16][C:17]\1=O)[C:14]2([CH3:20])[CH3:19])/[CH3:11].[Li+].[OH-]. Product: [CH3:19][C:14]1([CH3:20])[C@@H:15]2[CH2:16][C:17]3[C:12]([C@H:13]12)=[C:10]([CH3:11])[S:7][C:6]=3[C:5]([OH:4])=[O:8]. The catalyst class is: 8. (3) Reactant: [CH3:1][O:2][C:3]([C:5]1[CH:6]=[C:7]2[C:11](=[CH:12][CH:13]=1)[NH:10][CH:9]=[CH:8]2)=[O:4].[H-].[Na+].[CH3:16][Si:17]([CH3:25])([CH3:24])[CH2:18][CH2:19][S:20](Cl)(=[O:22])=[O:21].C(O)(=O)C. Product: [CH3:1][O:2][C:3]([C:5]1[CH:6]=[C:7]2[C:11](=[CH:12][CH:13]=1)[N:10]([S:20]([CH2:19][CH2:18][Si:17]([CH3:25])([CH3:24])[CH3:16])(=[O:22])=[O:21])[CH:9]=[CH:8]2)=[O:4]. The catalyst class is: 7. (4) Reactant: [CH2:1]1[C:7]2[CH:8]=[CH:9][C:10]([C:12]([O:14][CH3:15])=[O:13])=[CH:11][C:6]=2[CH2:5][CH2:4][NH:3][CH2:2]1.C(=O)([O-])[O-].[K+].[K+].I[CH2:23][CH3:24]. Product: [CH2:23]([N:3]1[CH2:4][CH2:5][C:6]2[CH:11]=[C:10]([C:12]([O:14][CH3:15])=[O:13])[CH:9]=[CH:8][C:7]=2[CH2:1][CH2:2]1)[CH3:24]. The catalyst class is: 566.